This data is from Full USPTO retrosynthesis dataset with 1.9M reactions from patents (1976-2016). The task is: Predict the reactants needed to synthesize the given product. (1) Given the product [CH3:19][C:20]1([CH3:29])[C:28]2[C:23](=[CH:24][CH:25]=[CH:26][CH:27]=2)[N:22]([C:15](=[O:17])[CH2:14][C:9]2[NH:10][C:11](=[O:13])[CH:12]=[C:7]([N:1]3[CH2:2][CH2:3][O:4][CH2:5][CH2:6]3)[N:8]=2)[CH2:21]1, predict the reactants needed to synthesize it. The reactants are: [N:1]1([C:7]2[N:8]=[C:9]([CH2:14][C:15]([O-:17])=O)[NH:10][C:11](=[O:13])[CH:12]=2)[CH2:6][CH2:5][O:4][CH2:3][CH2:2]1.[Na+].[CH3:19][C:20]1([CH3:29])[C:28]2[C:23](=[CH:24][CH:25]=[CH:26][CH:27]=2)[NH:22][CH2:21]1.Cl.CN(C)CCCN=C=NCC. (2) Given the product [C:21]([NH:2][NH:1][C:3]1[N:12]=[C:11]([CH3:13])[CH:10]=[CH:9][C:4]=1[C:5]([O:7][CH3:8])=[O:6])(=[O:25])[CH:22]([CH3:24])[CH3:23], predict the reactants needed to synthesize it. The reactants are: [NH:1]([C:3]1[N:12]=[C:11]([CH3:13])[CH:10]=[CH:9][C:4]=1[C:5]([O:7][CH3:8])=[O:6])[NH2:2].C(N(CC)CC)C.[C:21](Cl)(=[O:25])[CH:22]([CH3:24])[CH3:23]. (3) Given the product [F:18][C:14]1[CH:13]=[C:12]([CH:17]=[CH:16][CH:15]=1)[CH2:11][C:10]1[NH:1][C:2]([C:3]([O:5][CH2:6][CH3:7])=[O:4])=[N:8][N:9]=1, predict the reactants needed to synthesize it. The reactants are: [NH2:1][C:2](=[N:8][NH:9][C:10](=O)[CH2:11][C:12]1[CH:17]=[CH:16][CH:15]=[C:14]([F:18])[CH:13]=1)[C:3]([O:5][CH2:6][CH3:7])=[O:4]. (4) Given the product [CH3:19][S:20]([C:23]1[CH:24]=[CH:25][C:26]([C:29]2[CH2:34][CH2:33][N:32]([C:9]([C:8]3[CH:12]=[C:13]([N+:16]([O-:18])=[O:17])[CH:14]=[CH:15][C:7]=3[N:1]3[CH2:2][CH2:3][O:4][CH2:5][CH2:6]3)=[O:11])[CH2:31][CH:30]=2)=[CH:27][CH:28]=1)(=[O:22])=[O:21], predict the reactants needed to synthesize it. The reactants are: [N:1]1([C:7]2[CH:15]=[CH:14][C:13]([N+:16]([O-:18])=[O:17])=[CH:12][C:8]=2[C:9]([OH:11])=O)[CH2:6][CH2:5][O:4][CH2:3][CH2:2]1.[CH3:19][S:20]([C:23]1[CH:28]=[CH:27][C:26]([C:29]2[CH2:30][CH2:31][NH:32][CH2:33][CH:34]=2)=[CH:25][CH:24]=1)(=[O:22])=[O:21]. (5) Given the product [NH2:1][C:2]1[N:7]=[CH:6][C:5]([C:8]([O:10][C:22]([CH3:25])([CH3:24])[CH3:23])=[O:9])=[CH:4][CH:3]=1, predict the reactants needed to synthesize it. The reactants are: [NH2:1][C:2]1[N:7]=[CH:6][C:5]([C:8]([OH:10])=[O:9])=[CH:4][CH:3]=1.S(Cl)(Cl)=O.C(N(CC)CC)C.[C:22](O)([CH3:25])([CH3:24])[CH3:23]. (6) Given the product [CH3:4][C:5]1[CH2:6][C:2]2[CH:3]=[CH:4][C:5]3[CH:3]=[CH:2][CH:1]=[CH:11][C:6]=3[C:1]=2[CH:11]=1, predict the reactants needed to synthesize it. The reactants are: [C:1]1([CH3:11])[CH:6]=[CH:5][C:4](S(O)(=O)=O)=[CH:3][CH:2]=1.